Dataset: Forward reaction prediction with 1.9M reactions from USPTO patents (1976-2016). Task: Predict the product of the given reaction. (1) Given the reactants [O:1]1[C:6]2[CH:7]=[CH:8][CH:9]=[CH:10][C:5]=2[CH2:4][CH2:3][C@@H:2]1[C:11](Cl)=O.[O-2].[Mg+2].S1C=CC=C1.[NH2:21][CH2:22][CH2:23][CH2:24][N:25]1[CH2:30][CH2:29][CH2:28][NH:27][C:26]1=[O:31], predict the reaction product. The product is: [O:1]1[C:6]2[CH:7]=[CH:8][CH:9]=[CH:10][C:5]=2[CH2:4][CH2:3][C@@H:2]1[CH2:11][NH:21][CH2:22][CH2:23][CH2:24][N:25]1[CH2:30][CH2:29][CH2:28][NH:27][C:26]1=[O:31]. (2) Given the reactants [C:1]([O:4][C@H:5]1[C@H:18]([O:19][C:20](=O)[CH3:21])[C@H:17]([O:23][C:24](=O)[CH3:25])[C@H:16]([CH3:27])[O:15][C@@H:6]1[S:7][C:8]1[CH:13]=[CH:12][C:11]([CH3:14])=[CH:10][CH:9]=1)(=O)[CH3:2].C[O-].[Na+].CO.[H-].[Na+].[CH:35]1[CH:40]=[CH:39][C:38]([CH2:41]Br)=CC=1, predict the reaction product. The product is: [CH2:1]([O:4][C@H:5]1[C@H:18]([O:19][CH2:20][C:21]2[CH:5]=[CH:18][CH:17]=[CH:16][CH:27]=2)[C@H:17]([O:23][CH2:24][C:25]2[CH:41]=[CH:38][CH:39]=[CH:40][CH:35]=2)[C@H:16]([CH3:27])[O:15][C@@H:6]1[S:7][C:8]1[CH:9]=[CH:10][C:11]([CH3:14])=[CH:12][CH:13]=1)[C:2]1[CH:12]=[CH:13][CH:8]=[CH:9][CH:10]=1.